From a dataset of Experimentally validated miRNA-target interactions with 360,000+ pairs, plus equal number of negative samples. Binary Classification. Given a miRNA mature sequence and a target amino acid sequence, predict their likelihood of interaction. (1) The miRNA is mmu-miR-410-3p with sequence AAUAUAACACAGAUGGCCUGU. The protein sequence of the target gene is MQPRVLLVVALLALLASARASEAEDASLLSFMQGYMKHATKTAKDALSSVQESQVAQQARGWVTDGFSSLKDYWSTVKDKFSEFWDLDPEVRPTSAVAA. Result: 0 (no interaction). (2) The miRNA is hsa-miR-1249-3p with sequence ACGCCCUUCCCCCCCUUCUUCA. The protein sequence of the target gene is METELSSQDRKDLDKFIKFFALKTVQVIVQARLGEKICTRSSSSPTGSDWFNLAIKDIPEVTHEAKKALSGQLPAVGRSMCVEISLKTSEGDSMELEIWCLEMNEKCDKEIKVSYTVYNRLSLLLKSLLAITRVTPAYRLSRKQGHEYVILYRIYFGEVQLNGLGEGFQTVRVGTVGTPVGTLTLSCAYRINLAFMSTRQFERTPPIMGIIIDHFVDRPYPSSSPMHPCNYRTAEDAGVAYPSVEDSQEVCTTSFSTSPPSQLSSSRLSYQPAVLGLGSADLAYPVVFTAGLNTTHAHQL.... Result: 0 (no interaction). (3) The miRNA is hsa-miR-298 with sequence AGCAGAAGCAGGGAGGUUCUCCCA. The protein sequence of the target gene is MAHLKRLVKLHIKRHYHRKFWKLGAVIFFFLVVLILMQREVSVQYSKEESKMERNLKNKNKMLDFMLEAVNNIKDAMPKMQIGAPIKENIDVRERPCLQGYYTAAELKPVFDRPPQDSNAPGASGKPFKITHLSPEEQKEKERGETKHCFNAFASDRISLHRDLGPDTRPPECIEQKFKRCPPLPTTSVIIVFHNEAWSTLLRTVHSVLYSSPAILLKEIILVDDASVDDYLHEKLEEYIKQFSIVKIVRQQERKGLITARLLGAAVATAETLTFLDAHCECFYGWLEPLLARIAENYTA.... Result: 0 (no interaction).